This data is from Forward reaction prediction with 1.9M reactions from USPTO patents (1976-2016). The task is: Predict the product of the given reaction. (1) Given the reactants C[O:2][C:3]([C:5]1[CH:10]=[C:9]([N:11]2[CH2:20][CH2:19][C:18]3[C:13](=[CH:14][CH:15]=[CH:16][CH:17]=3)[CH2:12]2)[N:8]=[C:7]([Cl:21])[N:6]=1)=[O:4].CO.ClCCl.[OH-].[Na+], predict the reaction product. The product is: [Cl:21][C:7]1[N:6]=[C:5]([C:3]([OH:4])=[O:2])[CH:10]=[C:9]([N:11]2[CH2:20][CH2:19][C:18]3[C:13](=[CH:14][CH:15]=[CH:16][CH:17]=3)[CH2:12]2)[N:8]=1. (2) Given the reactants [Si]([O:8][CH2:9][C:10]1[S:14][C:13]([CH:15]([C:25]([NH:27][C:28]2[CH:29]=[C:30]3[C:35](=[CH:36][CH:37]=2)[CH:34]=[N:33][CH:32]=[CH:31]3)=[O:26])[CH2:16][NH:17][C:18](=[O:24])[O:19][C:20]([CH3:23])([CH3:22])[CH3:21])=[CH:12][CH:11]=1)(C(C)(C)C)(C)C.CCCC[N+](CCCC)(CCCC)CCCC.[F-].CCOC(C)=O, predict the reaction product. The product is: [OH:8][CH2:9][C:10]1[S:14][C:13]([CH:15]([C:25]([NH:27][C:28]2[CH:29]=[C:30]3[C:35](=[CH:36][CH:37]=2)[CH:34]=[N:33][CH:32]=[CH:31]3)=[O:26])[CH2:16][NH:17][C:18](=[O:24])[O:19][C:20]([CH3:23])([CH3:21])[CH3:22])=[CH:12][CH:11]=1. (3) Given the reactants Cl[S:2]([C:5]1[CH:9]=[CH:8][S:7][C:6]=1[C:10]([O:12][CH3:13])=[O:11])(=[O:4])=[O:3].O.[NH3:15], predict the reaction product. The product is: [S:2]([C:5]1[CH:9]=[CH:8][S:7][C:6]=1[C:10]([O:12][CH3:13])=[O:11])(=[O:4])(=[O:3])[NH2:15]. (4) The product is: [C:16]([O:15][C:13](/[C:11](/[CH3:12])=[CH:10]/[C:7]1[O:6][C:5]([C:3]([OH:4])=[O:2])=[CH:9][CH:8]=1)=[O:14])([CH3:19])([CH3:17])[CH3:18]. Given the reactants C[O:2][C:3]([C:5]1[O:6][C:7](/[CH:10]=[C:11](/[C:13]([O:15][C:16]([CH3:19])([CH3:18])[CH3:17])=[O:14])\[CH3:12])=[CH:8][CH:9]=1)=[O:4].[OH-].[Li+].Cl, predict the reaction product.